From a dataset of Reaction yield outcomes from USPTO patents with 853,638 reactions. Predict the reaction yield, written as a fraction of the theoretical maximum amount of product (1.0 means a 100% yield; for example, 0.34 means a 34% yield). (1) The reactants are [CH3:1][CH:2]([CH3:14])[C@@H:3]([NH:6][C:7](=[O:13])[O:8][C:9]([CH3:12])([CH3:11])[CH3:10])[CH:4]=[O:5].[CH3:15][Mg]Br.CO.[NH4+].[Cl-]. The catalyst is C1COCC1. The product is [OH:5][CH:4]([C@H:3]([NH:6][C:7](=[O:13])[O:8][C:9]([CH3:12])([CH3:11])[CH3:10])[CH:2]([CH3:14])[CH3:1])[CH3:15]. The yield is 0.920. (2) The reactants are N[C@]12CC[C@@H](C(C)=C)[C@@H]1[C@@H]1[C@@](C)(CC2)[C@@]2(C)[C@@H]([C@]3(C)[C@@H](CC2)C(C)(C)C(C2C=CC(C(OC)=O)=CC=2)=CC3)CC1.CN(C)CC[C:45]([NH:47][C@:48]12[CH2:82][CH2:81][C@@H:80]([C:83]([CH3:85])=[CH2:84])[C@@H:49]1[C@@H:50]1[C@@:63]([CH3:66])([CH2:64][CH2:65]2)[C@@:62]2([CH3:67])[C@@H:53]([C@:54]3([CH3:79])[C@@H:59]([CH2:60][CH2:61]2)[C:58]([CH3:69])([CH3:68])[C:57]([C:70]2[CH:78]=[CH:77][C:73]([C:74]([OH:76])=[O:75])=[CH:72][CH:71]=2)=[CH:56][CH2:55]3)[CH2:52][CH2:51]1)=[O:46].[CH3:87][N:88]1[CH:92]=[CH:91][N:90]=[C:89]1[CH2:93][CH2:94]C(O)=O. No catalyst specified. The product is [CH3:66][C@:63]12[C@@:62]3([CH3:67])[C@@H:53]([C@:54]4([CH3:79])[C@@H:59]([CH2:60][CH2:61]3)[C:58]([CH3:69])([CH3:68])[C:57]([C:70]3[CH:71]=[CH:72][C:73]([C:74]([OH:76])=[O:75])=[CH:77][CH:78]=3)=[CH:56][CH2:55]4)[CH2:52][CH2:51][C@@H:50]1[C@H:49]1[C@H:80]([C:83]([CH3:85])=[CH2:84])[CH2:81][CH2:82][C@:48]1([NH:47][C:45](=[O:46])[CH2:94][CH2:93][C:89]1[N:88]([CH3:87])[CH:92]=[CH:91][N:90]=1)[CH2:65][CH2:64]2. The yield is 0.290. (3) The reactants are [CH2:1]([N:3]1[CH:11]=[C:10]2[C:5]([CH:6]=[C:7]([C:24]([O:26][CH2:27][CH3:28])=[O:25])[CH:8]=[C:9]2[O:12][C:13]2[CH:18]=[N:17][C:16]([NH:19][S:20]([CH3:23])(=[O:22])=[O:21])=[CH:15][N:14]=2)=[N:4]1)[CH3:2].[H-].[Na+].[CH3:31]I. The catalyst is CN(C)C=O.C(OCC)(=O)C. The product is [CH2:1]([N:3]1[CH:11]=[C:10]2[C:5]([CH:6]=[C:7]([C:24]([O:26][CH2:27][CH3:28])=[O:25])[CH:8]=[C:9]2[O:12][C:13]2[CH:18]=[N:17][C:16]([N:19]([CH3:31])[S:20]([CH3:23])(=[O:22])=[O:21])=[CH:15][N:14]=2)=[N:4]1)[CH3:2]. The yield is 0.840. (4) The reactants are [Cl:1][C:2]1[CH:18]=[CH:17][C:5]([C:6]([C:8]2[CH:16]=[CH:15][CH:14]=[CH:13][C:9]=2[C:10]([OH:12])=O)=[O:7])=[CH:4][CH:3]=1.[CH3:19][O:20][C:21]1[CH:28]=[CH:27][C:24]([CH2:25][NH2:26])=[CH:23][CH:22]=1. No catalyst specified. The product is [Cl:1][C:2]1[CH:3]=[CH:4][C:5]([C:6]2([OH:7])[C:8]3[C:9](=[CH:13][CH:14]=[CH:15][CH:16]=3)[C:10](=[O:12])[N:26]2[CH2:25][C:24]2[CH:27]=[CH:28][C:21]([O:20][CH3:19])=[CH:22][CH:23]=2)=[CH:17][CH:18]=1. The yield is 0.570. (5) The reactants are [CH2:1]1[CH2:14][O:13][C:8]23[O:9][CH2:10][CH2:11][O:12][C:3]2([C@:4]2([CH2:27][CH2:26][C@H:25]4[C@@H:15]([C:16](=O)[CH2:17][CH:18]5[C@:23]4([CH3:24])[CH2:22][CH2:21][CH2:20][CH2:19]5)[C@@H:6]2[CH2:7]3)[CH3:5])[O:2]1.C1COC23OCCOC2([C@]2(CC[C@H]4[C@@H](C/C(=[N:56]\[OH:57])/C5[C@]4(C)CCCC5)[C@@H]2C3)C)O1. No catalyst specified. The product is [CH2:1]1[CH2:14][O:13][C:8]23[O:9][CH2:10][CH2:11][O:12][C:3]2([C@:4]2([CH2:27][CH2:26][C@H:25]4[C@@H:15](/[C:16](=[N:56]/[OH:57])/[CH2:17][CH:18]5[C@:23]4([CH3:24])[CH2:22][CH2:21][CH2:20][CH2:19]5)[C@@H:6]2[CH2:7]3)[CH3:5])[O:2]1. The yield is 0.950. (6) The reactants are [Cl:1][C:2]1[C:3]([O:12][C:13]2[CH:18]=[C:17]([O:19][CH2:20][CH2:21][O:22][CH3:23])[CH:16]=[CH:15][C:14]=2[CH2:24][CH2:25][C:26](O)=[O:27])=[N:4][CH:5]=[C:6]([C:8]([F:11])([F:10])[F:9])[CH:7]=1.C(N=C=NCCCN(C)C)C.[CH2:40]([NH:45][S:46]([NH2:49])(=[O:48])=[O:47])[CH2:41][CH2:42][CH2:43][CH3:44].Cl. The catalyst is C(#N)C.CN(C)C1C=CN=CC=1.C(OCC)(=O)C. The product is [Cl:1][C:2]1[C:3]([O:12][C:13]2[CH:18]=[C:17]([O:19][CH2:20][CH2:21][O:22][CH3:23])[CH:16]=[CH:15][C:14]=2[CH2:24][CH2:25][C:26]([NH:49][S:46]([NH:45][CH2:40][CH2:41][CH2:42][CH2:43][CH3:44])(=[O:48])=[O:47])=[O:27])=[N:4][CH:5]=[C:6]([C:8]([F:10])([F:9])[F:11])[CH:7]=1. The yield is 0.0200. (7) The reactants are [OH:1][C:2]1[CH:7]=[CH:6][C:5]([N:8]2[C:13](=[O:14])[C:12]([CH2:15][C:16]3[CH:21]=[CH:20][C:19]([C:22]4[C:23]([C:28]#[N:29])=[CH:24][CH:25]=[CH:26][CH:27]=4)=[CH:18][CH:17]=3)=[C:11]([CH2:30][CH2:31][CH3:32])[N:10]=[C:9]2[CH3:33])=[CH:4][CH:3]=1.[Si](O[CH:42]1[CH2:48][CH2:47][CH2:46][CH:45]([OH:49])[CH2:44][CH2:43]1)(C(C)(C)C)(C)C.C1(P(C2C=CC=CC=2)C2C=CC=CC=2)C=CC=CC=1.[N:70]([C:71]([O:73]C(C)C)=[O:72])=[N:70][C:71]([O:73]C(C)C)=[O:72]. The catalyst is O1CCCC1.O.C(OCC)(=O)C. The product is [OH:49][CH:45]1[CH2:44][CH2:43][CH2:42][CH:48]([O:1][C:2]2[CH:3]=[CH:4][C:5]([N:8]3[C:13](=[O:14])[C:12]([CH2:15][C:16]4[CH:21]=[CH:20][C:19]([C:22]5[CH:27]=[CH:26][CH:25]=[CH:24][C:23]=5[C:28]5[NH:70][C:71](=[O:72])[O:73][N:29]=5)=[CH:18][CH:17]=4)=[C:11]([CH2:30][CH2:31][CH3:32])[N:10]=[C:9]3[CH3:33])=[CH:6][CH:7]=2)[CH2:47][CH2:46]1. The yield is 0.530. (8) The reactants are [Br:1][C:2]1[S:3][C:4]([C:10]2[NH:14][CH:13]=[N:12][N:11]=2)=[C:5]([Br:9])[C:6]=1[C:7]#[N:8].O1CCCC1.[O:20]1[CH:25]=[CH:24][CH2:23][CH2:22][CH2:21]1.O.C1(C)C=CC(S(O)(=O)=O)=CC=1. The catalyst is O. The product is [Br:1][C:2]1[S:3][C:4]([C:10]2[N:14]=[CH:13][N:12]([CH:21]3[CH2:22][CH2:23][CH2:24][CH2:25][O:20]3)[N:11]=2)=[C:5]([Br:9])[C:6]=1[C:7]#[N:8]. The yield is 0.840. (9) The yield is 0.670. The catalyst is C1(C)C=CC=CC=1.C1C=CC(/C=C/C(/C=C/C2C=CC=CC=2)=O)=CC=1.C1C=CC(/C=C/C(/C=C/C2C=CC=CC=2)=O)=CC=1.C1C=CC(/C=C/C(/C=C/C2C=CC=CC=2)=O)=CC=1.[Pd].[Pd].C1C=CC(P(C2C(C3C(P(C4C=CC=CC=4)C4C=CC=CC=4)=CC=C4C=3C=CC=C4)=C3C(C=CC=C3)=CC=2)C2C=CC=CC=2)=CC=1. The product is [CH2:9]([N:16]1[CH2:22][C:21]2[N:23]=[CH:24][C:25]([O:6][C@@H:4]([CH:1]3[CH2:3][CH2:2]3)[CH3:5])=[N:26][C:20]=2[O:19][CH2:18][CH2:17]1)[C:10]1[CH:11]=[CH:12][CH:13]=[CH:14][CH:15]=1. The reactants are [CH:1]1([C@H:4]([OH:6])[CH3:5])[CH2:3][CH2:2]1.[H-].[Na+].[CH2:9]([N:16]1[CH2:22][C:21]2[N:23]=[CH:24][C:25](Cl)=[N:26][C:20]=2[O:19][CH2:18][CH2:17]1)[C:10]1[CH:15]=[CH:14][CH:13]=[CH:12][CH:11]=1.O. (10) The reactants are [C:1]1([C:10]2[CH:15]=[CH:14][CH:13]=[CH:12][CH:11]=2)[C:2]([C:7]([OH:9])=O)=[CH:3][CH:4]=[CH:5][CH:6]=1.CN([C:19]([O:23]N1N=NC2C=CC=NC1=2)=[N+](C)C)C.F[P-](F)(F)(F)(F)F.CCN([CH2:45][CH3:46])CC.[OH-:47].[Na+].C[N:50]([CH:52]=O)[CH3:51]. No catalyst specified. The product is [C:1]1([C:10]2[CH:15]=[CH:14][CH:13]=[CH:12][CH:11]=2)[CH:6]=[CH:5][CH:4]=[CH:3][C:2]=1[C:7]([N:50]1[CH2:52][C@H:45]([OH:47])[CH2:46][C@H:51]1[CH2:19][OH:23])=[O:9]. The yield is 0.450.